This data is from Retrosynthesis with 50K atom-mapped reactions and 10 reaction types from USPTO. The task is: Predict the reactants needed to synthesize the given product. (1) Given the product CCCC[Sn](CCCC)(CCCC)c1c(C2CCCCC2)c2ccc(C(=O)OC)cc2n1C(=O)OC(C)(C)C, predict the reactants needed to synthesize it. The reactants are: CCCC[Sn](Cl)(CCCC)CCCC.COC(=O)c1ccc2c(C3CCCCC3)c(Br)n(C(=O)OC(C)(C)C)c2c1. (2) The reactants are: COc1cc(Nc2c(C#N)cnc3cc(OS(=O)(=O)C(F)(F)F)c(OC)cc23)c(Cl)cc1Cl.O=Cc1cc(B(O)O)co1. Given the product COc1cc(Nc2c(C#N)cnc3cc(-c4coc(C=O)c4)c(OC)cc23)c(Cl)cc1Cl, predict the reactants needed to synthesize it. (3) Given the product CN1CCN(c2ccc(N)cc2Cl)CC1, predict the reactants needed to synthesize it. The reactants are: CN1CCN(c2ccc(NC(=O)OC(C)(C)C)cc2Cl)CC1. (4) Given the product CN(CCC1CC1)C(=O)c1ccc(N2CCC(C(=O)c3ccc(F)cc3)CC2)nn1, predict the reactants needed to synthesize it. The reactants are: CI.O=C(NCCC1CC1)c1ccc(N2CCC(C(=O)c3ccc(F)cc3)CC2)nn1. (5) Given the product COC(=O)c1nn(C(c2ccccc2)(c2ccccc2)c2ccccc2)cc1[N+](=O)[O-], predict the reactants needed to synthesize it. The reactants are: COC(=O)c1n[nH]cc1[N+](=O)[O-].ClC(c1ccccc1)(c1ccccc1)c1ccccc1. (6) Given the product O=CNNc1ccc(NS(=O)(=O)c2ccc(Cl)c([N+](=O)[O-])c2)cc1, predict the reactants needed to synthesize it. The reactants are: Nc1ccc(NNC=O)cc1.O=[N+]([O-])c1cc(S(=O)(=O)Cl)ccc1Cl.